This data is from Human Reference Interactome with 51,813 positive PPI pairs across 8,248 proteins, plus equal number of experimentally-validated negative pairs. The task is: Binary Classification. Given two protein amino acid sequences, predict whether they physically interact or not. (1) Protein 1 (ENSG00000104825) has sequence MAGVACLGKAADADEWCDSGLGSLGPDAAAPGGPGLGAELGPGLSWAPLVFGYVTEDGDTALHLAVIHQHEPFLDFLLGFSAGTEYMDLQNDLGQTALHLAAILGETSTVEKLYAAGAGLCVAERRGHTALHLACRVGAHACARALLQPRPRRPREAPDTYLAQGPDRTPDTNHTPVALYPDSDLEKEEEESEEDWKLQLEAENYEGHTPLHVAVIHKDVEMVRLLRDAGADLDKPEPTCGRSPLHLAVEAQAADVLELLLRAGANPAARMYGGRTPLGSAMLRPNPILARLLRAHGAPE.... Protein 2 (ENSG00000204389) has sequence MAKAAAIGIDLGTTYSCVGVFQHGKVEIIANDQGNRTTPSYVAFTDTERLIGDAAKNQVALNPQNTVFDAKRLIGRKFGDPVVQSDMKHWPFQVINDGDKPKVQVSYKGETKAFYPEEISSMVLTKMKEIAEAYLGYPVTNAVITVPAYFNDSQRQATKDAGVIAGLNVLRIINEPTAAAIAYGLDRTGKGERNVLIFDLGGGTFDVSILTIDDGIFEVKATAGDTHLGGEDFDNRLVNHFVEEFKRKHKKDISQNKRAVRRLRTACERAKRTLSSSTQASLEIDSLFEGIDFYTSITRA.... Result: 0 (the proteins do not interact). (2) Protein 1 (ENSG00000102984) has sequence MSRRKQTNPNKVHCDSEGDEEETTQDEVSSHTSEEDGGVVKVEKELENTEQPVGGNEVVEHEVTGNLNSDPLLELCQCPLCQLDCGSREQLIAHVYQHTAAVVSAKSYMCPVCGRALSSPGSLGRHLLIHSEDQRSNCAVCGARFTSHATFNSEKLPEVLNMESLPTVHNEGPSSAEGKDIAFSPPVYPAGILLVCNNCAAYRKLLEAQTPSVRKWALRRQNEPLEVRLQRLERERTAKKSRRDNETPEEREVRRMRDREAKRLQRMQETDEQRARRLQRDREAMRLKRANETPEKRQAR.... Protein 2 (ENSG00000198911) has sequence MDDSGELGGLETMETLTELGDELTLGDIDEMLQFVSNQVGEFPDLFSEQLCSSFPGSGGSGSSSGSSGSSSSSSNGRGSSSGAVDPSVQRSFTQVTLPSFSPSAASPQAPTLQVKVSPTSVPTTPRATPILQPRPQPQPQPQTQLQQQTVMITPTFSTTPQTRIIQQPLIYQNAATSFQVLQPQVQSLVTSSQVQPVTIQQQVQTVQAQRVLTQTANGTLQTLAPATVQTVAAPQVQQVPVLVQPQIIKTDSLVLTTLKTDGSPVMAAVQNPALTALTTPIQTAALQVPTLVGSSGTILT.... Result: 0 (the proteins do not interact). (3) Protein 1 (ENSG00000178234) has sequence MGSVTVRYFCYGCLFTSATWTVLLFVYFNFSEVTQPLKNVPVKGSGPHGPSPKKFYPRFTRGPSRVLEPQFKANKIDDVIDSRVEDPEEGHLKFSSELGMIFNERDQELRDLGYQKHAFNMLISDRLGYHRDVPDTRNAACKEKFYPPDLPAASVVICFYNEAFSALLRTVHSVIDRTPAHLLHEIILVDDDSDFGKECCTW*MGSVTVRYFCYGCLFTSATWTVLLFVYFNFSEVTQPLKNVPVKGSGPHGPSPKKFYPRFTRGPSRVLEPQFKANKIDDVIDSRVEDPEEGHLKFSSE.... Protein 2 (ENSG00000123728) has sequence MREYKVVVLGSGGVGKSALTVQFVTGTFIEKYDPTIEDFYRKEIEVDSSPSVLEILDTAGTEQFASMRDLYIKNGQGFILVYSLVNQQSFQDIKPMRDQIVRVKRYEKVPLILVGNKVDLEPEREVMSSEGRALAQEWGCPFMETSAKSKSMVDELFAEIVRQMNYSSLPEKQDQCCTTCVVQ*MRDLYIKNGQGFILVYSLVNQQSFQDIKPMRDQIVRVKRYEKVPLILVGNKVDLEPEREVMSSEGRALAQEWGCPFMETSAKSKSMVDELFAEIVRQMNYSSLPEKQDQCCTTCVV.... Result: 0 (the proteins do not interact).